Task: Predict the product of the given reaction.. Dataset: Forward reaction prediction with 1.9M reactions from USPTO patents (1976-2016) (1) Given the reactants [NH:1]1[C:5]2=[N:6][CH:7]=[CH:8][CH:9]=[C:4]2[CH:3]=[CH:2]1.[Cl-].[Al+3].[Cl-].[Cl-].[Br:14][CH2:15][C:16](Br)=[O:17], predict the reaction product. The product is: [Br:14][CH2:15][C:16]([C:3]1[C:4]2[C:5](=[N:6][CH:7]=[CH:8][CH:9]=2)[NH:1][CH:2]=1)=[O:17]. (2) Given the reactants Br[C:2]1[CH:7]=[C:6]([C:8]2[N:9]=[C:10]([NH:13][C:14]3[CH:19]=[CH:18][CH:17]=[C:16]([CH3:20])[CH:15]=3)[S:11][CH:12]=2)[CH:5]=[CH:4][N:3]=1.[NH:21]1[CH2:26][CH2:25][O:24][CH2:23][CH2:22]1, predict the reaction product. The product is: [CH3:20][C:16]1[CH:15]=[C:14]([NH:13][C:10]2[S:11][CH:12]=[C:8]([C:6]3[CH:5]=[CH:4][N:3]=[C:2]([N:21]4[CH2:26][CH2:25][O:24][CH2:23][CH2:22]4)[CH:7]=3)[N:9]=2)[CH:19]=[CH:18][CH:17]=1.